This data is from Peptide-MHC class II binding affinity with 134,281 pairs from IEDB. The task is: Regression. Given a peptide amino acid sequence and an MHC pseudo amino acid sequence, predict their binding affinity value. This is MHC class II binding data. (1) The binding affinity (normalized) is 0.793. The MHC is DRB1_0405 with pseudo-sequence DRB1_0405. The peptide sequence is RGVLLLSTRDLAFAG. (2) The binding affinity (normalized) is 0.00671. The peptide sequence is IQRIPSLPPSTQTLKLIET. The MHC is DRB1_0302 with pseudo-sequence QEFFIASGAAVDAIMESSFEYYDLQKRNYHVGFT. (3) The peptide sequence is YLSRDALMSILAAAA. The MHC is H-2-IAd with pseudo-sequence H-2-IAd. The binding affinity (normalized) is 0.542. (4) The peptide sequence is ATTEEQKLIEDINAS. The MHC is HLA-DQA10201-DQB10202 with pseudo-sequence HLA-DQA10201-DQB10202. The binding affinity (normalized) is 0.534. (5) The peptide sequence is KEVSGVKGFTLGRDG. The MHC is HLA-DQA10303-DQB10402 with pseudo-sequence HLA-DQA10303-DQB10402. The binding affinity (normalized) is 0.360.